Task: Predict the reaction yield, written as a fraction of the theoretical maximum amount of product (1.0 means a 100% yield; for example, 0.34 means a 34% yield).. Dataset: Reaction yield outcomes from USPTO patents with 853,638 reactions (1) The yield is 0.530. The reactants are [Li]CCCC.C[C:7]([O-:10])(C)C.[K+].[CH3:12][O:13][C:14]1[CH:19]=[CH:18][C:17]([C:20]([F:23])([F:22])[F:21])=[CH:16][CH:15]=1.C1C[O:27]CC1. No catalyst specified. The product is [CH3:12][O:13][C:14]1[CH:15]=[CH:16][C:17]([C:20]([F:21])([F:22])[F:23])=[CH:18][C:19]=1[C:7]([OH:10])=[O:27]. (2) The reactants are C1(NC2CCCCC2)CCCCC1.C([Li])CCC.[C:19]([N:26]1[CH2:31][CH2:30][CH:29]([C:32]([O:34][CH2:35][CH3:36])=[O:33])[CH2:28][CH2:27]1)([O:21][C:22]([CH3:25])([CH3:24])[CH3:23])=[O:20].Br[C:38]1[CH:39]=[CH:40][C:41]2[O:50][CH2:49][CH2:48][C:47]3[C:43](=[N:44][N:45]([C:51]4[N:52]([C:56]5[CH:61]=[CH:60][C:59]([F:62])=[CH:58][C:57]=5[F:63])[N:53]=[CH:54][N:55]=4)[CH:46]=3)[C:42]=2[CH:64]=1.F[B-](F)(F)F.C([PH+](C(C)(C)C)C(C)(C)C)(C)(C)C. The catalyst is C1(C)C=CC=CC=1.C1CCCCC1.C(OCC)(=O)C. The product is [CH2:35]([O:34][C:32]([C:29]1([C:38]2[CH:39]=[CH:40][C:41]3[O:50][CH2:49][CH2:48][C:47]4[C:43](=[N:44][N:45]([C:51]5[N:52]([C:56]6[CH:61]=[CH:60][C:59]([F:62])=[CH:58][C:57]=6[F:63])[N:53]=[CH:54][N:55]=5)[CH:46]=4)[C:42]=3[CH:64]=2)[CH2:30][CH2:31][N:26]([C:19]([O:21][C:22]([CH3:25])([CH3:24])[CH3:23])=[O:20])[CH2:27][CH2:28]1)=[O:33])[CH3:36]. The yield is 0.290. (3) The reactants are [OH-].[Na+].[C:3]([NH:6][C:7](=[CH:11][C:12]1[CH:17]=[CH:16][CH:15]=[CH:14][CH:13]=1)[C:8]([OH:10])=[O:9])(=[O:5])[CH3:4].[Cl-].[Zn+2:19].[Cl-]. The catalyst is O. The product is [C:3]([NH:6][C:7](=[CH:11][C:12]1[CH:17]=[CH:16][CH:15]=[CH:14][CH:13]=1)[C:8]([O-:10])=[O:9])(=[O:5])[CH3:4].[Zn+2:19].[C:3]([NH:6][C:7](=[CH:11][C:12]1[CH:17]=[CH:16][CH:15]=[CH:14][CH:13]=1)[C:8]([O-:10])=[O:9])(=[O:5])[CH3:4]. The yield is 0.800. (4) The reactants are [O:1]=[C:2]1[C:6]2([CH2:11][CH2:10][NH:9][CH2:8][CH2:7]2)[N:5]([C:12]2[CH:17]=[CH:16][CH:15]=[CH:14][CH:13]=2)[CH2:4][N:3]1[CH2:18][C:19]1[CH:31]=[CH:30][CH:29]=[CH:28][C:20]=1[C:21]([O:23][C:24]([CH3:27])([CH3:26])[CH3:25])=[O:22].I[CH2:33][CH2:34][CH2:35][C:36]([C:38]1[CH:43]=[CH:42][CH:41]=[CH:40][CH:39]=1)=[O:37].C(=O)([O-])[O-].[K+].[K+]. The catalyst is CN(C)C=O. The product is [O:1]=[C:2]1[C:6]2([CH2:7][CH2:8][N:9]([CH2:33][CH2:34][CH2:35][C:36](=[O:37])[C:38]3[CH:43]=[CH:42][CH:41]=[CH:40][CH:39]=3)[CH2:10][CH2:11]2)[N:5]([C:12]2[CH:13]=[CH:14][CH:15]=[CH:16][CH:17]=2)[CH2:4][N:3]1[CH2:18][C:19]1[CH:31]=[CH:30][CH:29]=[CH:28][C:20]=1[C:21]([O:23][C:24]([CH3:27])([CH3:25])[CH3:26])=[O:22]. The yield is 0.655.